This data is from Peptide-MHC class I binding affinity with 185,985 pairs from IEDB/IMGT. The task is: Regression. Given a peptide amino acid sequence and an MHC pseudo amino acid sequence, predict their binding affinity value. This is MHC class I binding data. (1) The peptide sequence is PGPPPPPPPGL. The MHC is Mamu-A01 with pseudo-sequence Mamu-A01. The binding affinity (normalized) is 0.227. (2) The peptide sequence is GVILLRIVIY. The MHC is Mamu-A02 with pseudo-sequence Mamu-A02. The binding affinity (normalized) is 0.355. (3) The peptide sequence is GSSDFQVHFLK. The MHC is HLA-C07:01 with pseudo-sequence HLA-C07:01. The binding affinity (normalized) is 0.0847. (4) The peptide sequence is ATALANTI. The MHC is HLA-A02:02 with pseudo-sequence HLA-A02:02. The binding affinity (normalized) is 0.0141. (5) The peptide sequence is LELWERGTL. The MHC is Mamu-A11 with pseudo-sequence Mamu-A11. The binding affinity (normalized) is 0.506. (6) The peptide sequence is TRYPLTFGW. The MHC is Mamu-B8301 with pseudo-sequence Mamu-B8301. The binding affinity (normalized) is 0.474. (7) The peptide sequence is RISGVDRYY. The MHC is HLA-B07:02 with pseudo-sequence HLA-B07:02. The binding affinity (normalized) is 0. (8) The peptide sequence is NYFNRMFHF. The MHC is HLA-A02:03 with pseudo-sequence HLA-A02:03. The binding affinity (normalized) is 0.0847. (9) The peptide sequence is ISDSNPYLTQW. The MHC is Mamu-A01 with pseudo-sequence Mamu-A01. The binding affinity (normalized) is 0.311. (10) The peptide sequence is KVGVYKMHK. The MHC is HLA-A01:01 with pseudo-sequence HLA-A01:01. The binding affinity (normalized) is 0.0847.